From a dataset of Kir2.1 potassium channel HTS with 301,493 compounds. Binary Classification. Given a drug SMILES string, predict its activity (active/inactive) in a high-throughput screening assay against a specified biological target. (1) The compound is S(CC(=O)NCCc1cc(OC)c(OC)cc1)c1ccc(NC(=O)C)cc1. The result is 0 (inactive). (2) The compound is Clc1cc(N2CCN(C(=S)NC3C4CC(C3)CC4)CC2)ccc1. The result is 0 (inactive).